This data is from Catalyst prediction with 721,799 reactions and 888 catalyst types from USPTO. The task is: Predict which catalyst facilitates the given reaction. (1) Reactant: [Cu][C:2]#[N:3].[C-]#N.[Na+].[NH2:7][C:8]1[C:13](Br)=[N:12][C:11]([Br:15])=[CH:10][N:9]=1. Product: [NH2:7][C:8]1[C:13]([C:2]#[N:3])=[N:12][C:11]([Br:15])=[CH:10][N:9]=1. The catalyst class is: 3. (2) Reactant: [NH:1]1[CH2:6][CH2:5][NH:4][CH2:3][C:2]1=[O:7].[O:8](C(OC(C)(C)C)=O)[C:9]([O:11][C:12]([CH3:15])([CH3:14])[CH3:13])=O. Product: [C:12]([O:11][C:9]([N:4]1[CH2:5][CH2:6][NH:1][C:2](=[O:7])[CH2:3]1)=[O:8])([CH3:15])([CH3:14])[CH3:13]. The catalyst class is: 2. (3) Reactant: [Cl:1][C:2]1[N:7]=[C:6]([NH:8][C@H:9]2[CH2:14][CH2:13][CH2:12][C@@H:11]([C:15]([O:17]CC)=[O:16])[CH2:10]2)[C:5]([F:20])=[CH:4][N:3]=1.O[Li].O.Cl.CCOC(C)=O. Product: [Cl:1][C:2]1[N:7]=[C:6]([NH:8][C@H:9]2[CH2:14][CH2:13][CH2:12][C@@H:11]([C:15]([OH:17])=[O:16])[CH2:10]2)[C:5]([F:20])=[CH:4][N:3]=1. The catalyst class is: 20. (4) Reactant: [CH3:1][O:2][C:3]([C:5]1[C:6]([C:10]([F:13])([F:12])[F:11])=[N:7][NH:8][CH:9]=1)=[O:4].[CH:14]1([CH2:20]Br)[CH2:19][CH2:18][CH2:17][CH2:16][CH2:15]1.[H-].[Na+]. Product: [CH3:1][O:2][C:3]([C:5]1[C:6]([C:10]([F:13])([F:11])[F:12])=[N:7][N:8]([CH2:20][CH:14]2[CH2:19][CH2:18][CH2:17][CH2:16][CH2:15]2)[CH:9]=1)=[O:4]. The catalyst class is: 3.